This data is from Reaction yield outcomes from USPTO patents with 853,638 reactions. The task is: Predict the reaction yield, written as a fraction of the theoretical maximum amount of product (1.0 means a 100% yield; for example, 0.34 means a 34% yield). (1) The yield is 0.840. The reactants are [H-].[Na+].F[C:4]1[CH:9]=[CH:8][C:7]([N+:10]([O-:12])=[O:11])=[CH:6][CH:5]=1.[F:13][C:14]1[C:19]([F:20])=[CH:18][CH:17]=[CH:16][C:15]=1[OH:21]. The catalyst is CN(C)C=O.Cl[Cu]. The product is [F:20][C:19]1[CH:18]=[CH:17][CH:16]=[C:15]([O:21][C:4]2[CH:9]=[CH:8][C:7]([N+:10]([O-:12])=[O:11])=[CH:6][CH:5]=2)[C:14]=1[F:13]. (2) The reactants are [N+](C1C=CC(C([O:10][C@H:11]([CH2:30][C:31]([CH3:34])=[C:32]=[CH2:33])[CH2:12][CH2:13][C@H:14]2[C:18](=[CH2:19])[CH2:17][C@H:16]([CH2:20][CH2:21][CH2:22][O:23][C:24](=[O:29])[C:25]([CH3:28])([CH3:27])[CH3:26])[O:15]2)=O)=CC=1)([O-])=O.O.[OH-].[Li+]. The catalyst is C1COCC1.O.[Cl-].[Na+].O. The product is [C:24]([O:23][CH2:22][CH2:21][CH2:20][C@H:16]1[CH2:17][C:18](=[CH2:19])[C@H:14]([CH2:13][CH2:12][C@H:11]([OH:10])[CH2:30][C:31]([CH3:34])=[C:32]=[CH2:33])[O:15]1)(=[O:29])[C:25]([CH3:26])([CH3:27])[CH3:28]. The yield is 0.800. (3) The reactants are [CH2:1]([O:3][C:4](=[O:28])[CH2:5][C:6]1[CH:11]=[C:10](OS(C(F)(F)F)(=O)=O)[CH:9]=[C:8]([O:20][CH2:21][C:22]2[CH:27]=[CH:26][CH:25]=[CH:24][CH:23]=2)[CH:7]=1)[CH3:2].[F:29][C:30]([F:41])([F:40])[C:31]1[CH:36]=[CH:35][C:34](B(O)O)=[CH:33][CH:32]=1.COCCOC.C([O-])([O-])=O.[Na+].[Na+]. The catalyst is CCOC(C)=O. The product is [CH2:1]([O:3][C:4](=[O:28])[CH2:5][C:6]1[CH:11]=[C:10]([C:34]2[CH:35]=[CH:36][C:31]([C:30]([F:41])([F:40])[F:29])=[CH:32][CH:33]=2)[CH:9]=[C:8]([O:20][CH2:21][C:22]2[CH:23]=[CH:24][CH:25]=[CH:26][CH:27]=2)[CH:7]=1)[CH3:2]. The yield is 1.00. (4) The reactants are [OH:1][C@@H:2]([CH2:7][N:8]([C:13]1[CH:18]=[CH:17][C:16]([O:19][C:20]2[CH:25]=[CH:24][C:23]([CH3:26])=[CH:22][CH:21]=2)=[CH:15][CH:14]=1)[S:9]([CH3:12])(=[O:11])=[O:10])[C:3]([O:5][CH3:6])=[O:4].CI.[H-].[Na+].[CH3:31]COCC.O. The catalyst is CN(C=O)C. The product is [CH3:31][O:1][C@@H:2]([CH2:7][N:8]([C:13]1[CH:18]=[CH:17][C:16]([O:19][C:20]2[CH:25]=[CH:24][C:23]([CH3:26])=[CH:22][CH:21]=2)=[CH:15][CH:14]=1)[S:9]([CH3:12])(=[O:11])=[O:10])[C:3]([O:5][CH3:6])=[O:4]. The yield is 0.550. (5) The reactants are [H-].[Na+].[I-].[CH3:4][S+](C)(C)=O.[C:9]1([CH2:15][N:16]2[CH2:20][CH:19]=[C:18]([C:21]3[CH:26]=[CH:25][C:24]([C:27]([F:30])([F:29])[F:28])=[CH:23][N:22]=3)[CH2:17]2)[CH:14]=[CH:13][CH:12]=[CH:11][CH:10]=1.[Cl-].[NH4+]. The catalyst is CS(C)=O. The product is [C:9]1([CH2:15][N:16]2[CH2:20][CH:19]3[C:18]([C:21]4[CH:26]=[CH:25][C:24]([C:27]([F:29])([F:30])[F:28])=[CH:23][N:22]=4)([CH2:4]3)[CH2:17]2)[CH:14]=[CH:13][CH:12]=[CH:11][CH:10]=1. The yield is 0.890. (6) The reactants are [Cl:1][C:2]1[CH:7]=[CH:6][C:5]([C:8]([C:10]2[N:14]3[N:15]=[C:16]([Cl:26])[CH:17]=[C:18]([CH2:19][N:20]4[CH2:25][CH2:24][O:23][CH2:22][CH2:21]4)[C:13]3=[N:12][C:11]=2[CH3:27])=[O:9])=[C:4]([F:28])[CH:3]=1.[BH4-].[Na+]. The catalyst is CO. The product is [Cl:1][C:2]1[CH:7]=[CH:6][C:5]([CH:8]([C:10]2[N:14]3[N:15]=[C:16]([Cl:26])[CH:17]=[C:18]([CH2:19][N:20]4[CH2:21][CH2:22][O:23][CH2:24][CH2:25]4)[C:13]3=[N:12][C:11]=2[CH3:27])[OH:9])=[C:4]([F:28])[CH:3]=1. The yield is 0.930.